Task: Predict the reaction yield, written as a fraction of the theoretical maximum amount of product (1.0 means a 100% yield; for example, 0.34 means a 34% yield).. Dataset: Reaction yield outcomes from USPTO patents with 853,638 reactions (1) The reactants are [CH3:1][C:2]1[CH:7]=[CH:6][C:5]([S:8]([O:11][CH2:12][CH:13]2[CH2:17][C:16]3[C:18]([F:24])=[C:19]([F:23])[CH:20]=[C:21](Br)[C:15]=3[O:14]2)(=[O:10])=[O:9])=[CH:4][CH:3]=1.[CH3:25][C:26]1[CH:31]=[CH:30][CH:29]=[CH:28][C:27]=1B(O)O.C(=O)([O-])[O-].[K+].[K+].CC1C=CC(S(OCC2CC3C(F)=C(F)C=C(C4C=CC=CC=4)C=3O2)(=O)=O)=CC=1. No catalyst specified. The product is [CH3:1][C:2]1[CH:7]=[CH:6][C:5]([S:8]([O:11][CH2:12][CH:13]2[CH2:17][C:16]3[C:18]([F:24])=[C:19]([F:23])[CH:20]=[C:21]([C:27]4[CH:28]=[CH:29][CH:30]=[CH:31][C:26]=4[CH3:25])[C:15]=3[O:14]2)(=[O:10])=[O:9])=[CH:4][CH:3]=1. The yield is 0.840. (2) The reactants are [O:1]1[CH2:6][CH2:5][CH:4]([C:7](Cl)=[O:8])[CH2:3][CH2:2]1.[NH:10]1[CH2:14][CH2:13][C@H:12]([OH:15])[CH2:11]1.CCN(CC)CC. The catalyst is C(Cl)Cl. The product is [OH:15][C@H:12]1[CH2:13][CH2:14][N:10]([C:7]([CH:4]2[CH2:5][CH2:6][O:1][CH2:2][CH2:3]2)=[O:8])[CH2:11]1. The yield is 0.970. (3) The reactants are [OH:1][C:2]1[C:10]2[N:9]=[C:8]([CH3:11])[N:7]([CH3:12])[C:6]=2[CH:5]=[C:4]([C:13]([O:15][CH2:16][CH3:17])=[O:14])[CH:3]=1.Br[CH:19]1[CH2:27][C:26]2[C:21](=[CH:22][CH:23]=[C:24]([Cl:28])[CH:25]=2)[CH:20]1O.C(=O)([O-])[O-:31].[K+].[K+]. The catalyst is C(O)C.O. The product is [Cl:28][C:24]1[CH:25]=[C:26]2[C:21](=[CH:22][CH:23]=1)[C@@H:20]([O:1][C:2]1[C:10]3[N:9]=[C:8]([CH3:11])[N:7]([CH3:12])[C:6]=3[CH:5]=[C:4]([C:13]([O:15][CH2:16][CH3:17])=[O:14])[CH:3]=1)[C@H:19]([OH:31])[CH2:27]2. The yield is 0.260. (4) The reactants are C1(C(C2C=CC=CC=2)([C@@H]2CCCN2)O)C=CC=CC=1.B(OC)(OC)OC.B.C(N(CC)C1C=CC=CC=1)C.[N+:39]([C:42]1[CH:47]=[CH:46][C:45]([C:48](=[O:62])[CH2:49][CH2:50][C:51]([C:53]2[CH:58]=[CH:57][C:56]([N+:59]([O-:61])=[O:60])=[CH:55][CH:54]=2)=[O:52])=[CH:44][CH:43]=1)([O-:41])=[O:40].B.CO.Cl. The catalyst is C(OCC)(=O)C.C1COCC1. The product is [N+:39]([C:42]1[CH:47]=[CH:46][C:45]([C@H:48]([OH:62])[CH2:49][CH2:50][C@H:51]([C:53]2[CH:58]=[CH:57][C:56]([N+:59]([O-:61])=[O:60])=[CH:55][CH:54]=2)[OH:52])=[CH:44][CH:43]=1)([O-:41])=[O:40]. The yield is 0.610. (5) The reactants are [N+:1]([C:4]1[CH:5]=[C:6]([OH:10])[CH:7]=[CH:8][CH:9]=1)([O-:3])=[O:2].C([O-])([O-])=O.[K+].[K+].Cl[CH2:18][CH2:19][N:20]([CH3:22])[CH3:21]. The catalyst is CN(C=O)C. The product is [CH3:21][N:20]([CH3:22])[CH2:19][CH2:18][O:10][C:6]1[CH:7]=[CH:8][CH:9]=[C:4]([N+:1]([O-:3])=[O:2])[CH:5]=1. The yield is 0.590. (6) The reactants are [NH2:1][C:2]1[N:7]=[CH:6][C:5]([C:8]2[CH:13]=[CH:12][C:11]([CH2:14][OH:15])=[CH:10][CH:9]=2)=[CH:4][C:3]=1[O:16][CH:17]([C:19]1[C:24]([Cl:25])=[CH:23][CH:22]=[C:21]([F:26])[C:20]=1[Cl:27])[CH3:18].[CH3:28][P:29](Cl)([CH3:31])=[O:30].C(N(CC)CC)C. The catalyst is ClCCl. The product is [Cl:27][C:20]1[C:21]([F:26])=[CH:22][CH:23]=[C:24]([Cl:25])[C:19]=1[CH:17]([O:16][C:3]1[C:2]([NH2:1])=[N:7][CH:6]=[C:5]([C:8]2[CH:9]=[CH:10][C:11]([CH2:14][O:15][P:29]([CH3:31])([CH3:28])=[O:30])=[CH:12][CH:13]=2)[CH:4]=1)[CH3:18]. The yield is 0.110. (7) The reactants are [C:1]([NH:9][NH2:10])(=[O:8])[C:2]1[CH:7]=[CH:6][CH:5]=[CH:4][CH:3]=1.[C:11]([O:18][CH3:19])(=[O:17])[CH2:12][CH2:13][C:14]([O-])=[O:15].F[P-](F)(F)(F)(F)F.N1(O[P+](N(C)C)(N(C)C)N(C)C)C2C=CC=CC=2N=N1.C(N(CC)C(C)C)(C)C. The catalyst is CN(C)C1C=CN=CC=1.CN(C=O)C. The product is [C:1]([NH:9][NH:10][C:14](=[O:15])[CH2:13][CH2:12][C:11]([O:18][CH3:19])=[O:17])(=[O:8])[C:2]1[CH:7]=[CH:6][CH:5]=[CH:4][CH:3]=1. The yield is 0.326.